This data is from Catalyst prediction with 721,799 reactions and 888 catalyst types from USPTO. The task is: Predict which catalyst facilitates the given reaction. (1) Reactant: [O:1]=[C:2]1[C:10]2[C:5](=[CH:6][CH:7]=[CH:8][CH:9]=2)[C:4](=[O:11])[N:3]1[CH2:12][CH2:13][O:14][CH2:15][CH2:16][O:17][CH2:18][CH2:19][O:20][CH2:21][CH2:22][N:23]1[CH2:28][CH2:27][N:26]([C:29](OC(C)(C)C)=O)[CH2:25][CH2:24]1.C(O)(C(F)(F)F)=O.C([O-])([O-])=O.[K+].[K+].FC1[N:55]=[C:54]([O:56][CH3:57])[C:53]([S:58][C:59]2[N:64]=[C:63]([NH:65][C:66](=[O:68])[CH3:67])[CH:62]=[C:61]([NH:69][C:70](=[O:72])[CH3:71])[N:60]=2)=[C:52]([O:73][CH3:74])[N:51]=1. Product: [O:11]=[C:4]1[C:5]2[C:10](=[CH:9][CH:8]=[CH:7][CH:6]=2)[C:2](=[O:1])[N:3]1[CH2:12][CH2:13][O:14][CH2:15][CH2:16][O:17][CH2:18][CH2:19][O:20][CH2:21][CH2:22][N:23]1[CH2:28][CH2:27][N:26]([C:29]2[N:55]=[C:54]([O:56][CH3:57])[C:53]([S:58][C:59]3[N:60]=[C:61]([NH:69][C:70](=[O:72])[CH3:71])[CH:62]=[C:63]([NH:65][C:66](=[O:68])[CH3:67])[N:64]=3)=[C:52]([O:73][CH3:74])[N:51]=2)[CH2:25][CH2:24]1. The catalyst class is: 59. (2) Reactant: [CH3:1][N:2]([CH3:20])[CH2:3][CH2:4][CH2:5][O:6][C:7]1[CH:12]=[CH:11][C:10]([NH2:13])=[CH:9][C:8]=1[C:14]1[N:15]([CH3:19])[N:16]=[CH:17][CH:18]=1.[C:21]1([N:27]=[C:28]=[O:29])[CH:26]=[CH:25][CH:24]=[CH:23][CH:22]=1. Product: [CH3:20][N:2]([CH3:1])[CH2:3][CH2:4][CH2:5][O:6][C:7]1[CH:12]=[CH:11][C:10]([NH:13][C:28]([NH:27][C:21]2[CH:26]=[CH:25][CH:24]=[CH:23][CH:22]=2)=[O:29])=[CH:9][C:8]=1[C:14]1[N:15]([CH3:19])[N:16]=[CH:17][CH:18]=1. The catalyst class is: 2. (3) Reactant: C([O:8][C:9]1[C:14]([C:15]2[CH:20]=[CH:19][C:18]([S:21][CH3:22])=[CH:17][CH:16]=2)=[CH:13][C:12]([Cl:23])=[CH:11][N:10]=1)C1C=CC=CC=1.CSC1C=CC(B(O)O)=CC=1.C(=O)([O-])[O-].[Na+].[Na+]. Product: [Cl:23][C:12]1[CH:13]=[C:14]([C:15]2[CH:20]=[CH:19][C:18]([S:21][CH3:22])=[CH:17][CH:16]=2)[C:9]([OH:8])=[N:10][CH:11]=1. The catalyst class is: 45.